Task: Predict the product of the given reaction.. Dataset: Forward reaction prediction with 1.9M reactions from USPTO patents (1976-2016) (1) Given the reactants Cl[CH2:2][C:3]1[N:4]=[C:5]([N:8]2[CH2:13][CH2:12][N:11]([C:14]([O:16][C:17]([CH3:20])([CH3:19])[CH3:18])=[O:15])[CH2:10][CH2:9]2)[S:6][CH:7]=1.[OH:21][C:22]1[CH:31]=[CH:30][C:25]([C:26]([O:28][CH3:29])=[O:27])=[CH:24][CH:23]=1.C(=O)([O-])[O-].[K+].[K+], predict the reaction product. The product is: [CH3:29][O:28][C:26]([C:25]1[CH:30]=[CH:31][C:22]([O:21][CH2:2][C:3]2[N:4]=[C:5]([N:8]3[CH2:13][CH2:12][N:11]([C:14]([O:16][C:17]([CH3:20])([CH3:19])[CH3:18])=[O:15])[CH2:10][CH2:9]3)[S:6][CH:7]=2)=[CH:23][CH:24]=1)=[O:27]. (2) Given the reactants [C:1]([C:5]1[CH:6]=[CH:7][C:8]([OH:14])=[C:9]([CH:13]=1)[C:10]([OH:12])=O)([CH3:4])([CH3:3])[CH3:2].[Cl:15][C:16]1[CH:22]=[C:21]([N+:23]([O-:25])=[O:24])[CH:20]=[CH:19][C:17]=1[NH2:18], predict the reaction product. The product is: [C:1]([C:5]1[CH:6]=[CH:7][C:8]([OH:14])=[C:9]([CH:13]=1)[C:10]([NH:18][C:17]1[CH:19]=[CH:20][C:21]([N+:23]([O-:25])=[O:24])=[CH:22][C:16]=1[Cl:15])=[O:12])([CH3:2])([CH3:3])[CH3:4].